Dataset: Reaction yield outcomes from USPTO patents with 853,638 reactions. Task: Predict the reaction yield, written as a fraction of the theoretical maximum amount of product (1.0 means a 100% yield; for example, 0.34 means a 34% yield). (1) The reactants are [OH:1][CH2:2][C:3]1[C:8]([OH:9])=[C:7]([O:10][CH:11]([CH3:13])[CH3:12])[C:6]([N+:14]([O-:16])=[O:15])=[CH:5][CH:4]=1. The catalyst is C(Cl)Cl.O=[Mn]=O. The product is [OH:9][C:8]1[C:7]([O:10][CH:11]([CH3:13])[CH3:12])=[C:6]([N+:14]([O-:16])=[O:15])[CH:5]=[CH:4][C:3]=1[CH:2]=[O:1]. The yield is 0.810. (2) The reactants are Br[C:2]1[N:7]=[C:6]([Cl:8])[C:5]([O:9][CH:10]([F:12])[F:11])=[C:4]([NH2:13])[CH:3]=1.[Cl:14][C:15]1[CH:20]=[CH:19][C:18](B2OCCCO2)=[C:17]([F:27])[C:16]=1[O:28][CH3:29].[F-].[Cs+].O. The catalyst is COCCOC.Cl[Pd](Cl)([P](C1C=CC=CC=1)(C1C=CC=CC=1)C1C=CC=CC=1)[P](C1C=CC=CC=1)(C1C=CC=CC=1)C1C=CC=CC=1. The product is [Cl:8][C:6]1[C:5]([O:9][CH:10]([F:12])[F:11])=[C:4]([NH2:13])[CH:3]=[C:2]([C:18]2[CH:19]=[CH:20][C:15]([Cl:14])=[C:16]([O:28][CH3:29])[C:17]=2[F:27])[N:7]=1. The yield is 0.840. (3) The reactants are [CH2:1]([N:7]1[C:15]2[C:10](=[CH:11][CH:12]=[CH:13][CH:14]=2)[C:9]([CH2:26][C:27]([O-:29])=[O:28])([C:16]2[C:24](O)=[CH:23][C:19]3[O:20][CH2:21][O:22][C:18]=3[CH:17]=2)[C:8]1=[O:30])[CH2:2][CH2:3][CH2:4][CH2:5][CH3:6].[OH-].[Li+]. The catalyst is C1COCC1.O. The product is [CH2:1]([N:7]1[C:15]2[C:10](=[CH:11][CH:12]=[CH:13][CH:14]=2)[C:9]2([C:16]3[CH:17]=[C:18]4[O:22][CH2:21][O:20][C:19]4=[CH:23][C:24]=3[O:29][C:27](=[O:28])[CH2:26]2)[C:8]1=[O:30])[CH2:2][CH2:3][CH2:4][CH2:5][CH3:6]. The yield is 0.530. (4) The reactants are [C:1]1([O:9][CH3:10])[C:2](=[CH:5][CH:6]=[CH:7][CH:8]=1)[O:3][CH3:4].[Cl-].[Al+3].[Cl-].[Cl-].[N+:15]([C:18]1[CH:19]=[C:20]([CH:24]=[CH:25][CH:26]=1)[C:21](Cl)=[O:22])([O-:17])=[O:16].O. The catalyst is C(Cl)Cl. The product is [CH3:4][O:3][C:2]1[CH:5]=[C:6]([CH:7]=[CH:8][C:1]=1[O:9][CH3:10])[C:21]([C:20]1[CH:24]=[CH:25][CH:26]=[C:18]([N+:15]([O-:17])=[O:16])[CH:19]=1)=[O:22]. The yield is 0.390. (5) The reactants are Cl[C:2]([O:4][CH2:5][CH3:6])=[O:3].Cl.[CH3:8][O:9][C:10]1[CH:11]=[C:12]2[C:15](=[CH:16][C:17]=1[O:18][CH3:19])[CH:14]([NH2:20])[CH2:13]2. The catalyst is C(N(CC)CC)C.ClCCl. The product is [CH3:8][O:9][C:10]1[CH:11]=[C:12]2[C:15](=[CH:16][C:17]=1[O:18][CH3:19])[CH:14]([NH:20][C:2](=[O:3])[O:4][CH2:5][CH3:6])[CH2:13]2. The yield is 0.800. (6) The reactants are N(C(OC(C)C)=O)=NC(OC(C)C)=O.[OH:15][C:16]1[CH:21]=[CH:20][C:19]([CH2:22][C@H:23]([C:30]2[CH:35]=[CH:34][CH:33]=[CH:32][CH:31]=2)[CH2:24][C:25]([O:27][CH2:28][CH3:29])=[O:26])=[CH:18][CH:17]=1.[CH3:36][NH:37][C:38]1[N:43]=[C:42]([CH:44](O)[CH3:45])[CH:41]=[CH:40][CH:39]=1.C1(P(C2C=CC=CC=2)C2C=CC=CC=2)C=CC=CC=1. The catalyst is C(Cl)Cl. The product is [C:30]1([C@@H:23]([CH2:22][C:19]2[CH:18]=[CH:17][C:16]([O:15][CH2:45][CH2:44][C:42]3[CH:41]=[CH:40][CH:39]=[C:38]([NH:37][CH3:36])[N:43]=3)=[CH:21][CH:20]=2)[CH2:24][C:25]([O:27][CH2:28][CH3:29])=[O:26])[CH:31]=[CH:32][CH:33]=[CH:34][CH:35]=1. The yield is 0.930. (7) The reactants are [CH2:1]([NH:3][C:4](=[O:41])[NH:5][C:6]1[CH:11]=[CH:10][C:9]([C:12]2[N:20]=[C:19]3[C:15]([N:16]=[C:17]([C:22]4([OH:33])[CH2:25][N:24](C(OC(C)(C)C)=O)[CH2:23]4)[N:18]3[CH3:21])=[C:14]([N:34]3[CH2:39][CH2:38][O:37][CH2:36][C@@H:35]3[CH3:40])[N:13]=2)=[CH:8][CH:7]=1)[CH3:2].Cl.O1CCOCC1.FC(F)(F)C(O)=O. The catalyst is ClCCl.CO. The product is [CH2:1]([NH:3][C:4]([NH:5][C:6]1[CH:11]=[CH:10][C:9]([C:12]2[N:20]=[C:19]3[C:15]([N:16]=[C:17]([C:22]4([OH:33])[CH2:23][NH:24][CH2:25]4)[N:18]3[CH3:21])=[C:14]([N:34]3[CH2:39][CH2:38][O:37][CH2:36][C@@H:35]3[CH3:40])[N:13]=2)=[CH:8][CH:7]=1)=[O:41])[CH3:2]. The yield is 0.210. (8) The reactants are [Cl:1][C:2]1[CH:7]=[CH:6][C:5]([S:8]([N:11]([C@H:24]([CH2:28][CH2:29][C:30]([F:33])([F:32])[F:31])[C:25]([NH2:27])=[O:26])[CH2:12][C:13]2[CH:18]=[CH:17][C:16]([C:19](=[N:21][OH:22])[NH2:20])=[CH:15][C:14]=2[F:23])(=[O:10])=[O:9])=[CH:4][CH:3]=1.[CH:34](OCC)(OCC)OCC.B(F)(F)F.CCOCC.CCOC(C)=O. The catalyst is ClC(Cl)C. The product is [Cl:1][C:2]1[CH:7]=[CH:6][C:5]([S:8]([N:11]([CH2:12][C:13]2[CH:18]=[CH:17][C:16]([C:19]3[N:20]=[CH:34][O:22][N:21]=3)=[CH:15][C:14]=2[F:23])[C@H:24]([CH2:28][CH2:29][C:30]([F:32])([F:33])[F:31])[C:25]([NH2:27])=[O:26])(=[O:10])=[O:9])=[CH:4][CH:3]=1. The yield is 0.693. (9) The reactants are C[O:2][C:3]1[CH:4]=[C:5]([S:46]([NH:49][CH3:50])(=[O:48])=[O:47])[CH:6]=[CH:7][C:8]=1[C:9]1[C:17]2[C:16]([NH:18][C@H:19]([C:21]3[N:26]([C:27]4[CH:32]=[CH:31][CH:30]=[CH:29][CH:28]=4)[C:25](=[O:33])[C:24]4=[C:34]([CH3:37])[CH:35]=[CH:36][N:23]4[N:22]=3)[CH3:20])=[N:15][CH:14]=[N:13][C:12]=2[N:11](COCC[Si](C)(C)C)[CH:10]=1.B(Br)(Br)Br.N. The catalyst is ClCCl. The product is [OH:2][C:3]1[CH:4]=[C:5]([S:46]([NH:49][CH3:50])(=[O:48])=[O:47])[CH:6]=[CH:7][C:8]=1[C:9]1[C:17]2[C:16]([NH:18][C@H:19]([C:21]3[N:26]([C:27]4[CH:28]=[CH:29][CH:30]=[CH:31][CH:32]=4)[C:25](=[O:33])[C:24]4=[C:34]([CH3:37])[CH:35]=[CH:36][N:23]4[N:22]=3)[CH3:20])=[N:15][CH:14]=[N:13][C:12]=2[NH:11][CH:10]=1. The yield is 0.220. (10) The reactants are C([O:3][C:4]([C:6]1[C:7]2[CH:8]=[C:9]([CH2:15][C:16]([OH:34])([C:30]([F:33])([F:32])[F:31])[CH2:17][C:18]([C:21]3[CH:26]=[C:25]([F:27])[CH:24]=[CH:23][C:22]=3[O:28][CH3:29])([CH3:20])[CH3:19])[NH:10][C:11]=2[CH:12]=[CH:13][CH:14]=1)=[O:5])C.[OH-].[K+]. The catalyst is CO.O. The product is [F:27][C:25]1[CH:24]=[CH:23][C:22]([O:28][CH3:29])=[C:21]([C:18]([CH3:19])([CH3:20])[CH2:17][C:16]([OH:34])([C:30]([F:32])([F:33])[F:31])[CH2:15][C:9]2[NH:10][C:11]3[CH:12]=[CH:13][CH:14]=[C:6]([C:4]([OH:5])=[O:3])[C:7]=3[CH:8]=2)[CH:26]=1. The yield is 0.890.